Dataset: Catalyst prediction with 721,799 reactions and 888 catalyst types from USPTO. Task: Predict which catalyst facilitates the given reaction. (1) Reactant: C([O:8][C:9](=[O:28])[C@@H:10]([NH:20][C:21]([O:23][C:24]([CH3:27])([CH3:26])[CH3:25])=[O:22])[CH2:11][CH2:12][CH2:13][N:14]1[CH2:19][CH2:18][CH2:17][CH2:16][CH2:15]1)C1C=CC=CC=1. Product: [C:24]([O:23][C:21]([NH:20][C@@H:10]([CH2:11][CH2:12][CH2:13][N:14]1[CH2:15][CH2:16][CH2:17][CH2:18][CH2:19]1)[C:9]([OH:28])=[O:8])=[O:22])([CH3:27])([CH3:25])[CH3:26]. The catalyst class is: 178. (2) Reactant: [Cl:1][C:2]1[CH:3]=[C:4]([C:12]2[O:16][N:15]=[C:14]([C:17]3[CH:18]=[CH:19][CH:20]=[C:21]4[C:25]=3[NH:24][CH:23]=[C:22]4[CH2:26][CH2:27][NH:28][CH2:29][CH2:30][C:31]([O:33]CC)=[O:32])[N:13]=2)[CH:5]=[CH:6][C:7]=1[O:8][CH:9]([CH3:11])[CH3:10].[OH-].[Na+]. Product: [Cl:1][C:2]1[CH:3]=[C:4]([C:12]2[O:16][N:15]=[C:14]([C:17]3[CH:18]=[CH:19][CH:20]=[C:21]4[C:25]=3[NH:24][CH:23]=[C:22]4[CH2:26][CH2:27][NH:28][CH2:29][CH2:30][C:31]([OH:33])=[O:32])[N:13]=2)[CH:5]=[CH:6][C:7]=1[O:8][CH:9]([CH3:10])[CH3:11]. The catalyst class is: 193.